Dataset: Full USPTO retrosynthesis dataset with 1.9M reactions from patents (1976-2016). Task: Predict the reactants needed to synthesize the given product. (1) Given the product [N+:8]([C:5]1[CH:6]=[CH:7][C:2]([N:14]2[CH2:15][CH2:16][N:11]([C:17]3[N:18]=[CH:19][CH:20]=[CH:21][N:22]=3)[CH2:12][CH2:13]2)=[N:3][CH:4]=1)([O-:10])=[O:9], predict the reactants needed to synthesize it. The reactants are: Cl[C:2]1[CH:7]=[CH:6][C:5]([N+:8]([O-:10])=[O:9])=[CH:4][N:3]=1.[N:11]1([C:17]2[N:22]=[CH:21][CH:20]=[CH:19][N:18]=2)[CH2:16][CH2:15][NH:14][CH2:13][CH2:12]1.C(N(C(C)C)CC)(C)C. (2) Given the product [CH2:20]([O:19][C:17]([N:14]1[CH2:15][CH2:16][CH:11]([NH:7][CH2:6][C:5]2[CH:8]=[CH:9][C:2]([F:1])=[CH:3][CH:4]=2)[CH2:12][CH2:13]1)=[O:18])[C:21]1[CH:22]=[CH:23][CH:24]=[CH:25][CH:26]=1, predict the reactants needed to synthesize it. The reactants are: [F:1][C:2]1[CH:9]=[CH:8][C:5]([CH2:6][NH2:7])=[CH:4][CH:3]=1.O=[C:11]1[CH2:16][CH2:15][N:14]([C:17]([O:19][CH2:20][C:21]2[CH:26]=[CH:25][CH:24]=[CH:23][CH:22]=2)=[O:18])[CH2:13][CH2:12]1.C([BH3-])#N.[Na+].